Dataset: Catalyst prediction with 721,799 reactions and 888 catalyst types from USPTO. Task: Predict which catalyst facilitates the given reaction. (1) Reactant: [Cl:1][C:2]1[CH:3]=[C:4]([C:9]2[C:21]([CH3:22])=[CH:20][C:12]([C:13]([NH:15][S:16]([CH3:19])(=[O:18])=[O:17])=[O:14])=[C:11]([F:23])[CH:10]=2)[CH:5]=[N:6][C:7]=1F.C(=O)([O-])[O-].[Cs+].[Cs+].[CH3:30][O:31][C:32]1[CH:33]=[C:34]([CH2:38][SH:39])[CH:35]=[CH:36][CH:37]=1. Product: [Cl:1][C:2]1[CH:3]=[C:4]([C:9]2[C:21]([CH3:22])=[CH:20][C:12]([C:13]([NH:15][S:16]([CH3:19])(=[O:18])=[O:17])=[O:14])=[C:11]([F:23])[CH:10]=2)[CH:5]=[N:6][C:7]=1[S:39][CH2:38][C:34]1[CH:35]=[CH:36][CH:37]=[C:32]([O:31][CH3:30])[CH:33]=1. The catalyst class is: 16. (2) Reactant: [C:1]1([C:7]([C:15]2[CH:20]=[CH:19][CH:18]=[CH:17][CH:16]=2)([C:9]2[CH:14]=[CH:13][CH:12]=[CH:11][CH:10]=2)O)[CH:6]=[CH:5][CH:4]=[CH:3][CH:2]=1.Cl.[NH2:22][CH2:23][CH2:24][SH:25]. Product: [C:7]([S:25][CH2:24][CH2:23][NH2:22])([C:15]1[CH:20]=[CH:19][CH:18]=[CH:17][CH:16]=1)([C:9]1[CH:14]=[CH:13][CH:12]=[CH:11][CH:10]=1)[C:1]1[CH:6]=[CH:5][CH:4]=[CH:3][CH:2]=1. The catalyst class is: 55. (3) Reactant: [C:1]1([CH:7]([C:40]2[CH:45]=[CH:44][CH:43]=[CH:42][CH:41]=2)[CH2:8][CH2:9][N:10]([CH2:30][CH2:31][CH2:32][C:33]([O:35]C(C)(C)C)=[O:34])[C:11]([NH:13][C:14]2[S:15][CH:16]=[C:17]([C:19]3[CH:24]=[CH:23][C:22]([NH:25][S:26]([CH3:29])(=[O:28])=[O:27])=[CH:21][CH:20]=3)[N:18]=2)=[O:12])[CH:6]=[CH:5][CH:4]=[CH:3][CH:2]=1.N1(C(N2C=CN=C2)=O)C=CN=C1.C1(C(C2C=CC=CC=2)CCNCCCCNC(=O)OC(C)(C)C)C=CC=CC=1.C([O-])(O)=O.[Na+]. Product: [C:1]1([CH:7]([C:40]2[CH:41]=[CH:42][CH:43]=[CH:44][CH:45]=2)[CH2:8][CH2:9][N:10]([CH2:30][CH2:31][CH2:32][C:33]([OH:35])=[O:34])[C:11]([NH:13][C:14]2[S:15][CH:16]=[C:17]([C:19]3[CH:24]=[CH:23][C:22]([NH:25][S:26]([CH3:29])(=[O:28])=[O:27])=[CH:21][CH:20]=3)[N:18]=2)=[O:12])[CH:6]=[CH:5][CH:4]=[CH:3][CH:2]=1. The catalyst class is: 2. (4) Reactant: [C:1]([O:5][C:6](=[O:32])[NH:7][C:8]1([C:12]2[CH:17]=[CH:16][C:15]([C:18]3[C:23]([C:24]4[CH:29]=[CH:28][CH:27]=[CH:26][CH:25]=4)=[CH:22][C:21]([NH2:30])=[C:20]([OH:31])[N:19]=3)=[CH:14][CH:13]=2)[CH2:11][CH2:10][CH2:9]1)([CH3:4])([CH3:3])[CH3:2].CCN(C(C)C)C(C)C.Cl[CH2:43][C:44](Cl)=[O:45]. Product: [C:1]([O:5][C:6](=[O:32])[NH:7][C:8]1([C:12]2[CH:13]=[CH:14][C:15]([C:18]3[C:23]([C:24]4[CH:25]=[CH:26][CH:27]=[CH:28][CH:29]=4)=[CH:22][C:21]4[NH:30][C:44](=[O:45])[CH2:43][O:31][C:20]=4[N:19]=3)=[CH:16][CH:17]=2)[CH2:11][CH2:10][CH2:9]1)([CH3:4])([CH3:2])[CH3:3]. The catalyst class is: 2. (5) The catalyst class is: 56. Product: [Br:1][C:2]1[CH:11]=[C:10]2[C:5]([CH:6]=[CH:7][C:8]([C:17]3[CH:16]=[N:15][N:14]([CH3:13])[CH:18]=3)=[N:9]2)=[CH:4][N:3]=1. Reactant: [Br:1][C:2]1[CH:11]=[C:10]2[C:5]([CH:6]=[CH:7][C:8](Cl)=[N:9]2)=[CH:4][N:3]=1.[CH3:13][N:14]1[CH:18]=[C:17](B2OC(C)(C)C(C)(C)O2)[CH:16]=[N:15]1.C(=O)([O-])[O-].[Na+].[Na+]. (6) Reactant: [C:1]1([C:7]2N3CSCC3=C[C:8]=2[C:15](O)=[O:16])C=CC=C[CH:2]=1.Cl.[N:19]1([C:25]2[CH:26]=[C:27]([CH2:31][OH:32])[CH:28]=[CH:29][CH:30]=2)[CH2:24][CH2:23][NH:22][CH2:21][CH2:20]1.Cl.CN(C)CCCN=C=NCC.O.ON1[C:51]2[CH:52]=[CH:53][CH:54]=[CH:55][C:50]=2[N:49]=[N:48]1. Product: [OH:32][CH2:31][C:27]1[CH:26]=[C:25]([N:19]2[CH2:24][CH2:23][N:22]([C:15]([C:8]3[N:49]([C:50]4[CH:55]=[CH:54][CH:53]=[CH:52][CH:51]=4)[N:48]=[C:1]([CH3:2])[CH:7]=3)=[O:16])[CH2:21][CH2:20]2)[CH:30]=[CH:29][CH:28]=1. The catalyst class is: 236. (7) Product: [Cl:9][C:5]1[N:4]=[N:3][C:2]([NH:11][NH2:12])=[C:7]([NH2:8])[CH:6]=1. Reactant: Cl[C:2]1[N:3]=[N:4][C:5]([Cl:9])=[CH:6][C:7]=1[NH2:8].O.[NH2:11][NH2:12]. The catalyst class is: 14. (8) Reactant: I[C:2]1[CH:3]=[C:4]2[C:9](=[CH:10][CH:11]=1)[O:8][CH:7]([C:12]([OH:14])=[O:13])[CH2:6][CH2:5]2.C(N(CC)CC)C.C(O)C.[C:25]([O:28][CH2:29][CH3:30])(=[O:27])C. Product: [CH2:29]([O:28][C:25]([C:2]1[CH:3]=[C:4]2[C:9](=[CH:10][CH:11]=1)[O:8][CH:7]([C:12]([OH:14])=[O:13])[CH2:6][CH2:5]2)=[O:27])[CH3:30]. The catalyst class is: 167.